This data is from Forward reaction prediction with 1.9M reactions from USPTO patents (1976-2016). The task is: Predict the product of the given reaction. (1) Given the reactants [C:1]([C:4]1[C:9]2[S:10][C:11]([C:14]([NH:16][C:17]3[CH:26]=[CH:25][C:24]4[C:19](=[CH:20][CH:21]=[CH:22][C:23]=4[CH2:27][S:28]([CH3:31])(=[O:30])=[O:29])[N:18]=3)=[O:15])=[C:12]([CH3:13])[C:8]=2[C:7]([CH2:32][O:33][CH3:34])=[CH:6][CH:5]=1)(=[O:3])[CH3:2].C([O:37]CC)C, predict the reaction product. The product is: [CH3:31][S:28]([OH:29])(=[O:30])=[O:37].[C:1]([C:4]1[C:9]2[S:10][C:11]([C:14]([NH:16][C:17]3[CH:26]=[CH:25][C:24]4[C:19](=[CH:20][CH:21]=[CH:22][C:23]=4[CH2:27][S:28]([CH3:31])(=[O:29])=[O:30])[N:18]=3)=[O:15])=[C:12]([CH3:13])[C:8]=2[C:7]([CH2:32][O:33][CH3:34])=[CH:6][CH:5]=1)(=[O:3])[CH3:2]. (2) Given the reactants [CH:1]1[C:6]([Cl:7])=[C:5]([NH:8][C:9]2[C:14]([N+:15]([O-:17])=[O:16])=[C:13]([Cl:18])[C:12]([C:19]([F:22])([F:21])[F:20])=[CH:11][C:10]=2[N+:23]([O-:25])=[O:24])[N:4]=[CH:3][C:2]=1[C:26]([F:29])([F:28])[F:27].[C:30]1([O:40][CH3:41])[C:31](=[CH:33][CH:34]=[C:35]([CH:39]=1)[CH2:36][CH:37]=[CH2:38])[OH:32].C1(S(OCCCCCCCCCCCC)(=O)=O)C=CC=CC=1.[Na].S([O-])([O-])(=O)=O.[NH4+].[NH4+], predict the reaction product. The product is: [CH:1]1[C:6]([Cl:7])=[C:5]([NH:8][C:9]2[C:14]([N+:15]([O-:17])=[O:16])=[C:13]([Cl:18])[C:12]([C:19]([F:20])([F:21])[F:22])=[CH:11][C:10]=2[N+:23]([O-:25])=[O:24])[N:4]=[CH:3][C:2]=1[C:26]([F:29])([F:27])[F:28].[OH2:32].[C:30]1([O:40][CH3:41])[C:31](=[CH:33][CH:34]=[C:35]([CH:39]=1)[CH2:36][CH:37]=[CH2:38])[OH:32]. (3) Given the reactants [Cl:1][C:2]1[CH:3]=[C:4]([C:8]2[C:17]3[C:12](=[CH:13][CH:14]=[C:15]([C:18]([C:26]4[CH:27]=[N:28][C:29]([Cl:32])=[CH:30][CH:31]=4)([OH:25])[C:19]4[N:20]([CH3:24])[CH:21]=[N:22][CH:23]=4)[CH:16]=3)[NH:11][C:10](=[O:33])[CH:9]=2)[CH:5]=[CH:6][CH:7]=1.[Na+].[Cl-].C(=O)([O-])[O-].[Cs+].[Cs+].Br[CH2:43][CH:44]1[CH2:46][CH2:45]1, predict the reaction product. The product is: [Cl:1][C:2]1[CH:3]=[C:4]([C:8]2[C:17]3[C:12](=[CH:13][CH:14]=[C:15]([C:18]([C:26]4[CH:27]=[N:28][C:29]([Cl:32])=[CH:30][CH:31]=4)([OH:25])[C:19]4[N:20]([CH3:24])[CH:21]=[N:22][CH:23]=4)[CH:16]=3)[N:11]([CH2:43][CH:44]3[CH2:46][CH2:45]3)[C:10](=[O:33])[CH:9]=2)[CH:5]=[CH:6][CH:7]=1. (4) Given the reactants [F:1][C:2]([F:9])([F:8])/[CH:3]=[CH:4]/[C:5](O)=[O:6].C(Cl)(=O)C(Cl)=O.Cl.[N:17]1([C:23]2[CH:32]=[CH:31][C:30]3[C:25](=[CH:26][CH:27]=[CH:28][CH:29]=3)[N:24]=2)[CH2:22][CH2:21][NH:20][CH2:19][CH2:18]1.C(N(CC)CC)C, predict the reaction product. The product is: [F:1][C:2]([F:9])([F:8])/[CH:3]=[CH:4]/[C:5]([N:20]1[CH2:21][CH2:22][N:17]([C:23]2[CH:32]=[CH:31][C:30]3[C:25](=[CH:26][CH:27]=[CH:28][CH:29]=3)[N:24]=2)[CH2:18][CH2:19]1)=[O:6]. (5) Given the reactants [C:1]1([CH3:13])[CH:6]=[C:5]([CH3:7])[CH:4]=[C:3]([CH3:8])[C:2]=1[CH2:9][C:10]([OH:12])=O.C(Cl)(=O)C(Cl)=O.[NH:20]1[CH2:24][CH2:23][C:22]([C:25]2[CH:30]=[CH:29][C:28]([OH:31])=[CH:27][CH:26]=2)=[N:21]1, predict the reaction product. The product is: [OH:31][C:28]1[CH:27]=[CH:26][C:25]([C:22]2[CH2:23][CH2:24][N:20]([C:10](=[O:12])[CH2:9][C:2]3[C:1]([CH3:13])=[CH:6][C:5]([CH3:7])=[CH:4][C:3]=3[CH3:8])[N:21]=2)=[CH:30][CH:29]=1. (6) Given the reactants [OH:1][C:2]1[CH:10]=[C:9]2[C:5]([CH:6]=[N:7][NH:8]2)=[CH:4][CH:3]=1.N1C=CN=C1.[CH3:16][C:17]([Si:20](Cl)([CH3:22])[CH3:21])([CH3:19])[CH3:18].O, predict the reaction product. The product is: [Si:20]([O:1][C:2]1[CH:10]=[C:9]2[C:5]([CH:6]=[N:7][NH:8]2)=[CH:4][CH:3]=1)([C:17]([CH3:19])([CH3:18])[CH3:16])([CH3:22])[CH3:21]. (7) Given the reactants C(N(CC)CC)C.[O:8]=[C:9]1[CH:15]([C:16]([OH:18])=O)[CH2:14][CH2:13][CH2:12][CH2:11][N:10]1[C:19]1[CH:24]=[CH:23][CH:22]=[CH:21][CH:20]=1.[Cl:25][C:26]1[CH:27]=[C:28]([CH:31]=[C:32]([F:34])[CH:33]=1)[CH2:29][NH2:30], predict the reaction product. The product is: [Cl:25][C:26]1[CH:27]=[C:28]([CH:31]=[C:32]([F:34])[CH:33]=1)[CH2:29][NH:30][C:16]([CH:15]1[CH2:14][CH2:13][CH2:12][CH2:11][N:10]([C:19]2[CH:24]=[CH:23][CH:22]=[CH:21][CH:20]=2)[C:9]1=[O:8])=[O:18].